Dataset: Reaction yield outcomes from USPTO patents with 853,638 reactions. Task: Predict the reaction yield, written as a fraction of the theoretical maximum amount of product (1.0 means a 100% yield; for example, 0.34 means a 34% yield). (1) The reactants are [NH2:1][C@H:2]1[CH2:7][CH2:6][C@H:5]([CH2:8][NH:9][C:10]2[C:15]([N+:16]([O-:18])=[O:17])=[CH:14][N:13]=[C:12]([NH:19][CH2:20][C:21]3[CH:26]=[C:25]([Cl:27])[CH:24]=[CH:23][C:22]=3[O:28][C:29]([F:32])([F:31])[F:30])[N:11]=2)[CH2:4][CH2:3]1.Br[CH2:34][CH2:35][CH2:36][CH2:37]Br.CCN(C(C)C)C(C)C. The catalyst is CN(C=O)C. The product is [Cl:27][C:25]1[CH:24]=[CH:23][C:22]([O:28][C:29]([F:31])([F:30])[F:32])=[C:21]([CH:26]=1)[CH2:20][NH:19][C:12]1[N:11]=[C:10]([NH:9][CH2:8][C@H:5]2[CH2:4][CH2:3][C@H:2]([N:1]3[CH2:37][CH2:36][CH2:35][CH2:34]3)[CH2:7][CH2:6]2)[C:15]([N+:16]([O-:18])=[O:17])=[CH:14][N:13]=1. The yield is 0.250. (2) The reactants are [C:1]([N:4](C(=O)C)[C:5](=[N:8][CH3:9])[S:6][CH3:7])(=[O:3])[CH3:2].C([O-])([O-])=O.[K+].[K+]. The catalyst is CO. The product is [C:1]([NH:4][C:5](=[N:8][CH3:9])[S:6][CH3:7])(=[O:3])[CH3:2]. The yield is 0.850.